Dataset: Catalyst prediction with 721,799 reactions and 888 catalyst types from USPTO. Task: Predict which catalyst facilitates the given reaction. (1) Product: [F:22][C:23]([F:34])([F:33])[C:24]([NH:12][C:11]1[CH:10]=[CH:9][C:8]([CH2:7][C:4]2[CH:5]=[CH:6][N:1]=[CH:2][CH:3]=2)=[CH:14][CH:13]=1)=[O:25]. The catalyst class is: 4. Reactant: [N:1]1[CH:6]=[CH:5][C:4]([CH2:7][C:8]2[CH:14]=[CH:13][C:11]([NH2:12])=[CH:10][CH:9]=2)=[CH:3][CH:2]=1.C(N(CC)CC)C.[F:22][C:23]([F:34])([F:33])[C:24](O[C:24](=[O:25])[C:23]([F:34])([F:33])[F:22])=[O:25]. (2) Reactant: [C:1]([O:5][C:6]([NH:8][C@@H:9]([CH2:14][C:15]1[CH:20]=[CH:19][C:18]([OH:21])=[CH:17][CH:16]=1)[C:10]([O:12][CH3:13])=[O:11])=[O:7])([CH3:4])([CH3:3])[CH3:2].Br[CH2:23][C:24]1[CH:33]=[CH:32][C:27]([C:28]([O:30][CH3:31])=[O:29])=[CH:26][CH:25]=1.C([O-])([O-])=O.[K+].[K+]. Product: [C:1]([O:5][C:6]([NH:8][C@H:9]([C:10]([O:12][CH3:13])=[O:11])[CH2:14][C:15]1[CH:20]=[CH:19][C:18]([O:21][CH2:23][C:24]2[CH:33]=[CH:32][C:27]([C:28]([O:30][CH3:31])=[O:29])=[CH:26][CH:25]=2)=[CH:17][CH:16]=1)=[O:7])([CH3:4])([CH3:2])[CH3:3]. The catalyst class is: 3. (3) The catalyst class is: 442. Product: [CH3:12][O:5][C:4](=[O:6])[C:3]1[CH:7]=[CH:8][CH:9]=[N:10][C:2]=1[Cl:1]. Reactant: [Cl:1][C:2]1[N:10]=[CH:9][CH:8]=[CH:7][C:3]=1[C:4]([OH:6])=[O:5].[Si](C=[N+]=[N-])(C)(C)[CH3:12]. (4) Reactant: Cl[C:2]1[N:3]=[C:4]([NH:19][C:20]2([C:23]([F:26])([F:25])[F:24])[CH2:22][CH2:21]2)[C:5]2[N:11]=[C:10]([C:12]3[CH:17]=[CH:16][C:15]([F:18])=[CH:14][CH:13]=3)[CH:9]=[CH:8][C:6]=2[N:7]=1.Cl.[NH2:28][CH2:29][C:30]1[CH:35]=[CH:34][C:33]([S:36]([NH2:39])(=[O:38])=[O:37])=[CH:32][CH:31]=1.C(N(C(C)C)CC)(C)C.C(O)(C(F)(F)F)=O. Product: [F:18][C:15]1[CH:16]=[CH:17][C:12]([C:10]2[CH:9]=[CH:8][C:6]3[N:7]=[C:2]([NH:28][CH2:29][C:30]4[CH:31]=[CH:32][C:33]([S:36]([NH2:39])(=[O:37])=[O:38])=[CH:34][CH:35]=4)[N:3]=[C:4]([NH:19][C:20]4([C:23]([F:26])([F:25])[F:24])[CH2:22][CH2:21]4)[C:5]=3[N:11]=2)=[CH:13][CH:14]=1. The catalyst class is: 37. (5) Reactant: [N+](C1C=CC(C([O:10][C@:11]2([CH3:19])[CH2:13][C@H:12]2[CH2:14][CH2:15][CH2:16][CH:17]=[CH2:18])=O)=CC=1)([O-])=O.C([O-])([O-])=O.[K+].[K+]. Product: [CH3:19][C@@:11]1([OH:10])[CH2:13][C@H:12]1[CH2:14][CH2:15][CH2:16][CH:17]=[CH2:18]. The catalyst class is: 5.